This data is from Peptide-MHC class I binding affinity with 185,985 pairs from IEDB/IMGT. The task is: Regression. Given a peptide amino acid sequence and an MHC pseudo amino acid sequence, predict their binding affinity value. This is MHC class I binding data. (1) The peptide sequence is LSSTRVPNY. The MHC is HLA-B40:02 with pseudo-sequence HLA-B40:02. The binding affinity (normalized) is 0.740. (2) The binding affinity (normalized) is 0.337. The MHC is HLA-B08:02 with pseudo-sequence HLA-B08:02. The peptide sequence is YLRRRQKAL. (3) The peptide sequence is FSGVSWTMKI. The MHC is HLA-B51:01 with pseudo-sequence HLA-B51:01. The binding affinity (normalized) is 0.203.